This data is from Forward reaction prediction with 1.9M reactions from USPTO patents (1976-2016). The task is: Predict the product of the given reaction. (1) Given the reactants [O:1]1[CH2:6][CH2:5][O:4][C:3]2[CH:7]=[C:8]([NH2:11])[CH:9]=[CH:10][C:2]1=2.C(N(CC)C(C)C)(C)C.Br[CH2:22][C:23]1[CH:33]=[CH:32][CH:31]=[CH:30][C:24]=1[C:25](OCC)=[O:26].O[Li].O, predict the reaction product. The product is: [O:1]1[CH2:6][CH2:5][O:4][C:3]2[CH:7]=[C:8]([N:11]3[CH2:22][C:23]4[C:24](=[CH:30][CH:31]=[CH:32][CH:33]=4)[C:25]3=[O:26])[CH:9]=[CH:10][C:2]1=2. (2) Given the reactants [CH3:1][O:2][C:3]([C:5]1[C@H:6]([C:11]([OH:13])=O)[CH2:7][C@H:8]([OH:10])[CH:9]=1)=[O:4].[C:14]([O:18][C:19]([C@@:21]1([NH2:26])[CH2:23][C@H:22]1[CH:24]=[CH2:25])=[O:20])([CH3:17])([CH3:16])[CH3:15].CCN(C(C)C)C(C)C.CN(C(ON1N=NC2C=CC=NC1=2)=[N+](C)C)C.F[P-](F)(F)(F)(F)F, predict the reaction product. The product is: [CH3:1][O:2][C:3]([C:5]1[CH:6]([C:11](=[O:13])[NH:26][C@:21]2([C:19]([O:18][C:14]([CH3:17])([CH3:16])[CH3:15])=[O:20])[CH2:23][C@H:22]2[CH:24]=[CH2:25])[CH2:7][CH:8]([OH:10])[CH:9]=1)=[O:4]. (3) The product is: [ClH:63].[ClH:63].[NH2:8][C@H:9]1[CH2:14][CH2:13][C@H:12]([N:15]([C:19]2[CH:24]=[C:23]([CH2:25][CH2:26][O:27][C:28]([NH:30][C:31]3[CH:36]=[C:35]([O:37][CH3:38])[C:34]([CH2:39][NH:40][CH2:41][C@H:42]([OH:55])[C:43]4[CH:52]=[CH:51][C:50]([OH:53])=[C:49]5[C:44]=4[CH:45]=[CH:46][C:47](=[O:54])[NH:48]5)=[CH:33][C:32]=3[Cl:63])=[O:29])[CH:22]=[CH:21][C:20]=2[C:64]2[CH:69]=[CH:68][CH:67]=[CH:66][CH:65]=2)[C:16](=[O:17])[OH:18])[CH2:11][CH2:10]1. Given the reactants C(OC([NH:8][C@H:9]1[CH2:14][CH2:13][C@H:12]([N:15]([C:19]2[CH:24]=[C:23]([CH2:25][CH2:26][O:27][C:28]([NH:30][C:31]3[CH:36]=[C:35]([O:37][CH3:38])[C:34]([CH2:39][NH:40][CH2:41][C@H:42]([O:55][Si](C(C)(C)C)(C)C)[C:43]4[CH:52]=[CH:51][C:50]([OH:53])=[C:49]5[C:44]=4[CH:45]=[CH:46][C:47](=[O:54])[NH:48]5)=[CH:33][C:32]=3[Cl:63])=[O:29])[CH:22]=[CH:21][C:20]=2[C:64]2[CH:69]=[CH:68][CH:67]=[CH:66][CH:65]=2)[C:16](=[O:18])[O-:17])[CH2:11][CH2:10]1)=O)(C)(C)C.C(#N)C, predict the reaction product.